This data is from Peptide-MHC class II binding affinity with 134,281 pairs from IEDB. The task is: Regression. Given a peptide amino acid sequence and an MHC pseudo amino acid sequence, predict their binding affinity value. This is MHC class II binding data. (1) The peptide sequence is GPLRISASSAAQRRG. The MHC is DRB3_0202 with pseudo-sequence DRB3_0202. The binding affinity (normalized) is 0.936. (2) The peptide sequence is APYMVGDVITSGDIT. The MHC is DRB1_0301 with pseudo-sequence DRB1_0301. The binding affinity (normalized) is 0.560. (3) The peptide sequence is SQTEVKEEGKEELQE. The MHC is HLA-DQA10102-DQB10501 with pseudo-sequence HLA-DQA10102-DQB10501. The binding affinity (normalized) is 0. (4) The peptide sequence is KVGEVCSFYADPKRY. The MHC is DRB1_1101 with pseudo-sequence DRB1_1101. The binding affinity (normalized) is 0.340. (5) The peptide sequence is LIRYSGYPQTPFLAV. The MHC is DRB1_0101 with pseudo-sequence DRB1_0101. The binding affinity (normalized) is 0.776. (6) The peptide sequence is EKKYFAATQFEYLAA. The MHC is HLA-DPA10103-DPB10401 with pseudo-sequence HLA-DPA10103-DPB10401. The binding affinity (normalized) is 1.00. (7) The peptide sequence is NVFDEVIPTAFTVGK. The MHC is HLA-DPA10103-DPB10301 with pseudo-sequence HLA-DPA10103-DPB10301. The binding affinity (normalized) is 0.202.